Task: Predict the product of the given reaction.. Dataset: Forward reaction prediction with 1.9M reactions from USPTO patents (1976-2016) (1) Given the reactants [N:1]1([CH2:7][CH2:8][CH2:9][N:10]2[C:16](=[O:17])[CH2:15][CH2:14][NH:13][CH2:12][CH2:11]2)[CH2:6][CH2:5][CH2:4][CH2:3][CH2:2]1.I[C:19]1[CH:20]=[C:21]([C:25]([F:28])([F:27])[F:26])[CH:22]=[CH:23][CH:24]=1.C1(P(C2C=CC=CC=2)C2C=CC3C(=CC=CC=3)C=2C2C3C(=CC=CC=3)C=CC=2P(C2C=CC=CC=2)C2C=CC=CC=2)C=CC=CC=1.C(=O)([O-])[O-].[Cs+].[Cs+], predict the reaction product. The product is: [N:1]1([CH2:7][CH2:8][CH2:9][N:10]2[C:16](=[O:17])[CH2:15][CH2:14][N:13]([C:19]3[CH:24]=[CH:23][CH:22]=[C:21]([C:25]([F:28])([F:27])[F:26])[CH:20]=3)[CH2:12][CH2:11]2)[CH2:2][CH2:3][CH2:4][CH2:5][CH2:6]1. (2) Given the reactants [CH3:1][C:2]1([CH3:11])[CH2:7][CH2:6][C:5](=[O:8])[CH2:4][CH:3]1[C:9]#[N:10].[BH4-].[Na+].[Cl-].[NH4+], predict the reaction product. The product is: [OH:8][C@@H:5]1[CH2:4][C@H:3]([C:9]#[N:10])[C:2]([CH3:11])([CH3:1])[CH2:7][CH2:6]1. (3) The product is: [CH2:21]([O:20][C:18]([C:17]1[N:16]([C:4]2[CH:5]=[CH:6][C:7]([Cl:8])=[C:2]([Cl:1])[CH:3]=2)[CH:15]=[N:14][C:13]=1[CH3:12])=[O:19])[CH3:22].[CH2:21]([O:20][C:18]([C:17]1[N:16]=[CH:15][N:14]([C:4]2[CH:5]=[CH:6][C:7]([Cl:8])=[C:2]([Cl:1])[CH:3]=2)[C:13]=1[CH3:12])=[O:19])[CH3:22]. Given the reactants [Cl:1][C:2]1[CH:3]=[C:4](B(O)O)[CH:5]=[CH:6][C:7]=1[Cl:8].[CH3:12][C:13]1[N:14]=[CH:15][NH:16][C:17]=1[C:18]([O:20][CH2:21][CH3:22])=[O:19], predict the reaction product.